Dataset: Acute oral toxicity (LD50) regression data from Zhu et al.. Task: Regression/Classification. Given a drug SMILES string, predict its toxicity properties. Task type varies by dataset: regression for continuous values (e.g., LD50, hERG inhibition percentage) or binary classification for toxic/non-toxic outcomes (e.g., AMES mutagenicity, cardiotoxicity, hepatotoxicity). Dataset: ld50_zhu. (1) The molecule is Cc1ccncc1C. The rat oral LD50 is 2.20, given as -log10 of the dose in mol/kg body weight (higher means more acutely toxic). (2) The drug is NC1=NC(C(F)(F)F)(C(F)(F)F)NC1(C(F)(F)F)C(F)(F)F. The rat oral LD50 is 4.27, given as -log10 of the dose in mol/kg body weight (higher means more acutely toxic). (3) The compound is CCOC(=O)Cc1n[nH]c2ccc(Cl)cc12. The rat oral LD50 is 1.70, given as -log10 of the dose in mol/kg body weight (higher means more acutely toxic). (4) The molecule is FC(F)(F)c1nc2c(Br)c(Br)c(Cl)c(Br)c2[nH]1. The rat oral LD50 is 4.74, given as -log10 of the dose in mol/kg body weight (higher means more acutely toxic). (5) The compound is CCCCCCOC(=O)c1ccccc1C(=O)OCCCCCC. The rat oral LD50 is 1.05, given as -log10 of the dose in mol/kg body weight (higher means more acutely toxic). (6) The rat oral LD50 is 5.04, given as -log10 of the dose in mol/kg body weight (higher means more acutely toxic). The drug is CC(=O)OC1CC2(O)C(CCC3(C)C(c4ccc(=O)oc4)CCC32O)C2(C)CCC(O)C=C12. (7) The compound is CC(C=O)=Cc1ccccc1. The rat oral LD50 is 1.85, given as -log10 of the dose in mol/kg body weight (higher means more acutely toxic). (8) The molecule is OCC(O)C1CC=CCC1. The rat oral LD50 is 2.12, given as -log10 of the dose in mol/kg body weight (higher means more acutely toxic). (9) The molecule is COP(=O)(OC)Oc1ccc(S(C)(=O)=O)c(C)c1. The rat oral LD50 is 3.99, given as -log10 of the dose in mol/kg body weight (higher means more acutely toxic).